Dataset: Peptide-MHC class I binding affinity with 185,985 pairs from IEDB/IMGT. Task: Regression. Given a peptide amino acid sequence and an MHC pseudo amino acid sequence, predict their binding affinity value. This is MHC class I binding data. (1) The peptide sequence is RPMTYKAAV. The MHC is HLA-A02:06 with pseudo-sequence HLA-A02:06. The binding affinity (normalized) is 0. (2) The peptide sequence is ILGTVSWNL. The MHC is HLA-A26:01 with pseudo-sequence HLA-A26:01. The binding affinity (normalized) is 0.0847. (3) The binding affinity (normalized) is 0.597. The peptide sequence is SENGVVAPTL. The MHC is HLA-B44:02 with pseudo-sequence HLA-B44:02.